This data is from NCI-60 drug combinations with 297,098 pairs across 59 cell lines. The task is: Regression. Given two drug SMILES strings and cell line genomic features, predict the synergy score measuring deviation from expected non-interaction effect. (1) Cell line: SK-OV-3. Drug 1: C1=CN(C(=O)N=C1N)C2C(C(C(O2)CO)O)O.Cl. Synergy scores: CSS=19.5, Synergy_ZIP=-4.62, Synergy_Bliss=1.83, Synergy_Loewe=-13.7, Synergy_HSA=1.62. Drug 2: C1CNP(=O)(OC1)N(CCCl)CCCl. (2) Drug 1: C1CCC(CC1)NC(=O)N(CCCl)N=O. Drug 2: C(CCl)NC(=O)N(CCCl)N=O. Cell line: HS 578T. Synergy scores: CSS=20.9, Synergy_ZIP=-4.45, Synergy_Bliss=1.61, Synergy_Loewe=-3.93, Synergy_HSA=1.42. (3) Drug 1: CN1C(=O)N2C=NC(=C2N=N1)C(=O)N. Drug 2: CCN(CC)CCNC(=O)C1=C(NC(=C1C)C=C2C3=C(C=CC(=C3)F)NC2=O)C. Cell line: NCI-H226. Synergy scores: CSS=-2.73, Synergy_ZIP=2.58, Synergy_Bliss=1.16, Synergy_Loewe=-6.14, Synergy_HSA=-5.13. (4) Drug 1: CC1CCC2CC(C(=CC=CC=CC(CC(C(=O)C(C(C(=CC(C(=O)CC(OC(=O)C3CCCCN3C(=O)C(=O)C1(O2)O)C(C)CC4CCC(C(C4)OC)OCCO)C)C)O)OC)C)C)C)OC. Drug 2: CN1C2=C(C=C(C=C2)N(CCCl)CCCl)N=C1CCCC(=O)O.Cl. Cell line: CAKI-1. Synergy scores: CSS=11.5, Synergy_ZIP=0.256, Synergy_Bliss=10.7, Synergy_Loewe=-0.886, Synergy_HSA=4.81. (5) Drug 1: C1C(C(OC1N2C=NC3=C(N=C(N=C32)Cl)N)CO)O. Drug 2: CCC(=C(C1=CC=CC=C1)C2=CC=C(C=C2)OCCN(C)C)C3=CC=CC=C3.C(C(=O)O)C(CC(=O)O)(C(=O)O)O. Cell line: LOX IMVI. Synergy scores: CSS=28.6, Synergy_ZIP=-3.77, Synergy_Bliss=0.845, Synergy_Loewe=-35.7, Synergy_HSA=-0.778. (6) Drug 1: C1=CC(=CC=C1CCCC(=O)O)N(CCCl)CCCl. Drug 2: C1C(C(OC1N2C=NC3=C(N=C(N=C32)Cl)N)CO)O. Cell line: NCI-H226. Synergy scores: CSS=17.5, Synergy_ZIP=4.23, Synergy_Bliss=7.41, Synergy_Loewe=5.62, Synergy_HSA=6.28. (7) Drug 1: C1=CC=C(C(=C1)C(C2=CC=C(C=C2)Cl)C(Cl)Cl)Cl. Drug 2: C1=NC2=C(N1)C(=S)N=CN2. Cell line: UO-31. Synergy scores: CSS=-5.84, Synergy_ZIP=-2.14, Synergy_Bliss=-4.39, Synergy_Loewe=-37.3, Synergy_HSA=-11.3.